From a dataset of NCI-60 drug combinations with 297,098 pairs across 59 cell lines. Regression. Given two drug SMILES strings and cell line genomic features, predict the synergy score measuring deviation from expected non-interaction effect. (1) Drug 1: C1=C(C(=O)NC(=O)N1)N(CCCl)CCCl. Drug 2: C1=CC(=CC=C1CCCC(=O)O)N(CCCl)CCCl. Cell line: UACC62. Synergy scores: CSS=34.8, Synergy_ZIP=-0.663, Synergy_Bliss=0.135, Synergy_Loewe=3.46, Synergy_HSA=4.96. (2) Drug 1: CC1CCC2CC(C(=CC=CC=CC(CC(C(=O)C(C(C(=CC(C(=O)CC(OC(=O)C3CCCCN3C(=O)C(=O)C1(O2)O)C(C)CC4CCC(C(C4)OC)O)C)C)O)OC)C)C)C)OC. Drug 2: CC1=C2C(C(=O)C3(C(CC4C(C3C(C(C2(C)C)(CC1OC(=O)C(C(C5=CC=CC=C5)NC(=O)OC(C)(C)C)O)O)OC(=O)C6=CC=CC=C6)(CO4)OC(=O)C)O)C)O. Cell line: SW-620. Synergy scores: CSS=22.3, Synergy_ZIP=-0.996, Synergy_Bliss=4.31, Synergy_Loewe=3.18, Synergy_HSA=5.02.